Predict the reactants needed to synthesize the given product. From a dataset of Full USPTO retrosynthesis dataset with 1.9M reactions from patents (1976-2016). (1) Given the product [CH3:1][O:2][CH2:3][CH2:4][O:5][C:6]1[CH:7]=[CH:8][C:9]2[C:10]3[N:18]=[C:17]([C:19]4[CH:20]=[CH:21][C:22]([O:25][CH3:26])=[CH:23][CH:24]=4)[CH:16]=[C:15]([C:27]([NH2:31])=[O:29])[C:11]=3[NH:12][C:13]=2[CH:14]=1, predict the reactants needed to synthesize it. The reactants are: [CH3:1][O:2][CH2:3][CH2:4][O:5][C:6]1[CH:7]=[CH:8][C:9]2[C:10]3[N:18]=[C:17]([C:19]4[CH:24]=[CH:23][C:22]([O:25][CH3:26])=[CH:21][CH:20]=4)[CH:16]=[C:15]([C:27]([O:29]C)=O)[C:11]=3[NH:12][C:13]=2[CH:14]=1.[NH3:31]. (2) Given the product [Cl:1][C:2]1[CH:3]=[C:4]([NH:9][C:10]2[C:19]3[C:14](=[CH:15][CH:16]=[CH:17][C:18]=3[O:20][CH2:21][C@H:22]3[CH2:27][CH2:26][CH2:25][N:24]([C:28]([O:30][C:31]([CH3:34])([CH3:33])[CH3:32])=[O:29])[CH2:23]3)[N:13]=[CH:12][N:11]=2)[CH:5]=[CH:6][C:7]=1[O:8][CH2:42][C:37]1[CH:38]=[CH:39][CH:40]=[CH:41][N:36]=1, predict the reactants needed to synthesize it. The reactants are: [Cl:1][C:2]1[CH:3]=[C:4]([NH:9][C:10]2[C:19]3[C:14](=[CH:15][CH:16]=[CH:17][C:18]=3[O:20][CH2:21][C@H:22]3[CH2:27][CH2:26][CH2:25][N:24]([C:28]([O:30][C:31]([CH3:34])([CH3:33])[CH3:32])=[O:29])[CH2:23]3)[N:13]=[CH:12][N:11]=2)[CH:5]=[CH:6][C:7]=1[OH:8].Cl.[N:36]1[CH:41]=[CH:40][CH:39]=[CH:38][C:37]=1[CH2:42]Cl. (3) Given the product [C:1]([O:5][C:6]([N:8]1[CH2:13][CH2:12][N:11]([S:30]([C:27]2[CH:26]=[CH:25][C:24]([O:23][C:22]([F:21])([F:34])[F:35])=[CH:29][CH:28]=2)(=[O:32])=[O:31])[CH2:10][CH2:9]1)=[O:7])([CH3:4])([CH3:2])[CH3:3], predict the reactants needed to synthesize it. The reactants are: [C:1]([O:5][C:6]([N:8]1[CH2:13][CH2:12][NH:11][CH2:10][CH2:9]1)=[O:7])([CH3:4])([CH3:3])[CH3:2].CCN(CC)CC.[F:21][C:22]([F:35])([F:34])[O:23][C:24]1[CH:29]=[CH:28][C:27]([S:30](Cl)(=[O:32])=[O:31])=[CH:26][CH:25]=1. (4) Given the product [S:1](=[O:34])(=[O:33])([O:3][CH2:4][C@H:5]1[CH2:6][C@@H:7]([N:15]([C:17]2[CH:22]=[C:21]([NH:23][C@@H:24]3[C:32]4[C:27](=[CH:28][CH:29]=[CH:30][CH:31]=4)[CH2:26][CH2:25]3)[N:20]=[CH:19][N:18]=2)[CH3:16])[C@H:8]([OH:9])[C@@H:12]1[OH:11])[NH2:2], predict the reactants needed to synthesize it. The reactants are: [S:1](=[O:34])(=[O:33])([O:3][CH2:4][C@@H:5]1[C@@H:12]2[C@@H:8]([O:9]C(C)(C)[O:11]2)[C@H:7]([N:15]([C:17]2[CH:22]=[C:21]([NH:23][C@@H:24]3[C:32]4[C:27](=[CH:28][CH:29]=[CH:30][CH:31]=4)[CH2:26][CH2:25]3)[N:20]=[CH:19][N:18]=2)[CH3:16])[CH2:6]1)[NH2:2].Cl. (5) Given the product [O:17]1[CH2:21][CH2:20][CH:19]([CH2:22][NH:23][C:24]([C:26]2[C:30]([CH:13]=[O:12])=[C:29]([CH2:31][O:32][CH2:33][C:34]3[CH:39]=[CH:38][CH:37]=[C:36]([F:40])[CH:35]=3)[O:28][N:27]=2)=[O:25])[CH2:18]1, predict the reactants needed to synthesize it. The reactants are: CCCCCC.C([Li])CCC.[O:12]1CCC[CH2:13]1.[O:17]1[CH2:21][CH2:20][CH:19]([CH2:22][NH:23][C:24]([C:26]2[CH:30]=[C:29]([CH2:31][O:32][CH2:33][C:34]3[CH:39]=[CH:38][CH:37]=[C:36]([F:40])[CH:35]=3)[O:28][N:27]=2)=[O:25])[CH2:18]1.Cl.